This data is from TCR-epitope binding with 47,182 pairs between 192 epitopes and 23,139 TCRs. The task is: Binary Classification. Given a T-cell receptor sequence (or CDR3 region) and an epitope sequence, predict whether binding occurs between them. (1) The epitope is IVTDFSVIK. The TCR CDR3 sequence is CSASLYGRGQPQHF. Result: 1 (the TCR binds to the epitope). (2) The epitope is YLDAYNMMI. The TCR CDR3 sequence is CASFRTGTSETQYF. Result: 0 (the TCR does not bind to the epitope). (3) The epitope is ISDYDYYRY. Result: 0 (the TCR does not bind to the epitope). The TCR CDR3 sequence is CASSVAPVGVNEQFF. (4) The epitope is FPRPWLHGL. The TCR CDR3 sequence is CTSSIKGYNEQFF. Result: 1 (the TCR binds to the epitope). (5) The epitope is KTWGQYWQV. The TCR CDR3 sequence is CASSLIGGIATDTQYF. Result: 0 (the TCR does not bind to the epitope). (6) The epitope is FLNGSCGSV. The TCR CDR3 sequence is CSVEQGGTGELFF. Result: 0 (the TCR does not bind to the epitope). (7) The epitope is KRWIIMGLNK. The TCR CDR3 sequence is CASTLGGDRSYEQYF. Result: 0 (the TCR does not bind to the epitope). (8) The epitope is KLNVGDYFV. The TCR CDR3 sequence is CASSQAGVEPNEKLFF. Result: 1 (the TCR binds to the epitope).